Predict which catalyst facilitates the given reaction. From a dataset of Catalyst prediction with 721,799 reactions and 888 catalyst types from USPTO. (1) Reactant: [Cl:1][C:2]1[CH:7]=[CH:6][C:5]([C:8]2[S:9][C:10]([C:17]([C:19]3[O:20][CH:21]=[CH:22][CH:23]=3)=[O:18])=[CH:11][C:12]=2[CH2:13][C:14]([OH:16])=[O:15])=[CH:4][CH:3]=1.C[O-].[Na+:26].O. Product: [Cl:1][C:2]1[CH:7]=[CH:6][C:5]([C:8]2[S:9][C:10]([C:17]([C:19]3[O:20][CH:21]=[CH:22][CH:23]=3)=[O:18])=[CH:11][C:12]=2[CH2:13][C:14]([O-:16])=[O:15])=[CH:4][CH:3]=1.[Na+:26]. The catalyst class is: 5. (2) The catalyst class is: 428. Reactant: [F:1][C:2]1[CH:11]=[C:10]([NH:12][S:13]([C:16]2[CH:21]=[CH:20][C:19]([CH2:22]O)=[CH:18][CH:17]=2)(=[O:15])=[O:14])[CH:9]=[CH:8][C:3]=1[C:4]([O:6][CH3:7])=[O:5].[C:24]([BH3-])#[N:25].[Na+]. Product: [F:1][C:2]1[CH:11]=[C:10]([NH:12][S:13]([C:16]2[CH:21]=[CH:20][C:19]([CH2:22][NH:25][CH3:24])=[CH:18][CH:17]=2)(=[O:15])=[O:14])[CH:9]=[CH:8][C:3]=1[C:4]([O:6][CH3:7])=[O:5]. (3) Reactant: [Cl:1][C:2]1[CH:11]=[C:10]([C:12](=[O:14])[CH3:13])[C:9]([N:15]2[CH2:20][CH2:19][NH:18][CH2:17][CH2:16]2)=[C:8]2[C:3]=1[CH:4]=[CH:5][CH:6]=[N:7]2.[F:21][C:22]1[CH:30]=[CH:29][CH:28]=[CH:27][C:23]=1[C:24](Cl)=[O:25].C(N(CC)CC)C. Product: [Cl:1][C:2]1[CH:11]=[C:10]([C:12](=[O:14])[CH3:13])[C:9]([N:15]2[CH2:16][CH2:17][N:18]([C:24](=[O:25])[C:23]3[CH:27]=[CH:28][CH:29]=[CH:30][C:22]=3[F:21])[CH2:19][CH2:20]2)=[C:8]2[C:3]=1[CH:4]=[CH:5][CH:6]=[N:7]2. The catalyst class is: 2. (4) Reactant: [C:1]1([C@@H:7]([NH2:11])[CH2:8][CH2:9][CH3:10])[CH:6]=[CH:5][CH:4]=[CH:3][CH:2]=1.[CH:12]1[N:17]=[C:16](Cl)[C:15]2[N:19]=[CH:20][N:21]([C@@H:22]3[O:26][C@H:25]([CH2:27][OH:28])[C@@H:24]([OH:29])[C@H:23]3[OH:30])[C:14]=2[N:13]=1. Product: [C:1]1([C@@H:7]([NH:11][C:16]2[C:15]3[N:19]=[CH:20][N:21]([C:14]=3[N:13]=[CH:12][N:17]=2)[C@@H:22]2[O:26][C@H:25]([CH2:27][OH:28])[C@@H:24]([OH:29])[C@H:23]2[OH:30])[CH2:8][CH2:9][CH3:10])[CH:6]=[CH:5][CH:4]=[CH:3][CH:2]=1. The catalyst class is: 14. (5) Reactant: [CH:1]1([CH2:7][CH2:8][CH2:9][C:10]2[CH:11]=[C:12]([CH:15]=[CH:16][CH:17]=2)[CH:13]=O)[CH2:6][CH2:5][CH2:4][CH2:3][CH2:2]1.Cl.[C:19]([O:23][C:24]([N:26]1[CH2:31][CH2:30][NH:29][CH2:28][CH2:27]1)=[O:25])([CH3:22])([CH3:21])[CH3:20].[BH-](OC(C)=O)(OC(C)=O)OC(C)=O.[Na+].[OH-].[Na+]. Product: [CH:1]1([CH2:7][CH2:8][CH2:9][C:10]2[CH:11]=[C:12]([CH:15]=[CH:16][CH:17]=2)[CH2:13][N:29]2[CH2:28][CH2:27][N:26]([C:24]([O:23][C:19]([CH3:22])([CH3:21])[CH3:20])=[O:25])[CH2:31][CH2:30]2)[CH2:6][CH2:5][CH2:4][CH2:3][CH2:2]1. The catalyst class is: 559. (6) Reactant: [CH3:1][C:2]1([CH3:20])[O:6][C@H:5]([C@H:7]2[C@H:11]([C:12]([OH:14])=O)[O:10][C:9]([CH3:16])([CH3:15])[O:8]2)[C@@H:4]([C:17](O)=[O:18])[O:3]1.S(O)(O)(=O)=O.[NH2:26][C@H:27]([CH2:29][C:30]1[CH:35]=[CH:34][CH:33]=[CH:32][CH:31]=1)[CH3:28].[NH2:36][C@H:37]([CH2:39][C:40]1[CH:45]=[CH:44][CH:43]=[CH:42][CH:41]=1)[CH3:38].CN(C(ON1N=NC2C=CC=NC1=2)=[N+](C)C)C.F[P-](F)(F)(F)(F)F. Product: [CH3:16][C:9]1([CH3:15])[O:8][C@H:7]([C@H:5]2[C@H:4]([C:17]([NH:26][C@@H:27]([CH3:28])[CH2:29][C:30]3[CH:35]=[CH:34][CH:33]=[CH:32][CH:31]=3)=[O:18])[O:3][C:2]([CH3:20])([CH3:1])[O:6]2)[C@@H:11]([C:12]([NH:36][C@@H:37]([CH3:38])[CH2:39][C:40]2[CH:45]=[CH:44][CH:43]=[CH:42][CH:41]=2)=[O:14])[O:10]1. The catalyst class is: 3. (7) Reactant: [F:1][C:2]1[CH:10]=[CH:9][C:8]2[NH:7][C:6]3[C:11]([C:25]#[N:26])=[CH:12][N:13]=[C:14]([NH:15][C:16]4[C:21]([F:22])=[CH:20][C:19]([F:23])=[CH:18][C:17]=4[F:24])[C:5]=3[C:4]=2[CH:3]=1.C([O-])([O-])=[O:28].[K+].[K+].OO. Product: [F:1][C:2]1[CH:10]=[CH:9][C:8]2[NH:7][C:6]3[C:11]([C:25]([NH2:26])=[O:28])=[CH:12][N:13]=[C:14]([NH:15][C:16]4[C:21]([F:22])=[CH:20][C:19]([F:23])=[CH:18][C:17]=4[F:24])[C:5]=3[C:4]=2[CH:3]=1. The catalyst class is: 16. (8) Reactant: [NH2:1][C:2]1[NH:6][N:5]=[C:4]([CH3:7])[C:3]=1[C:8]1[S:9][C:10]2[CH:16]=[C:15]([S:17](Cl)(=[O:19])=[O:18])[CH:14]=[CH:13][C:11]=2[N:12]=1.[CH3:21][N:22]1[CH2:27][CH2:26][NH:25][CH2:24][CH2:23]1. Product: [CH3:7][C:4]1[C:3]([C:8]2[S:9][C:10]3[CH:16]=[C:15]([S:17]([N:25]4[CH2:26][CH2:27][N:22]([CH3:21])[CH2:23][CH2:24]4)(=[O:19])=[O:18])[CH:14]=[CH:13][C:11]=3[N:12]=2)=[C:2]([NH2:1])[NH:6][N:5]=1. The catalyst class is: 66. (9) The catalyst class is: 1. Reactant: COC1CCCC1.[C:8]1([CH3:20])[CH:13]=[C:12]([CH3:14])[CH:11]=[C:10]([CH3:15])[C:9]=1[C:16](O)([CH3:18])[CH3:17]. Product: [CH3:18][C:16]([C:9]1[C:10]([CH3:15])=[CH:11][C:12]([CH3:14])=[CH:13][C:8]=1[CH3:20])=[CH2:17].